Predict the product of the given reaction. From a dataset of Forward reaction prediction with 1.9M reactions from USPTO patents (1976-2016). (1) Given the reactants [CH3:1][C:2]1([CH3:12])[CH2:10][C:9]2[C:4](=[CH:5][CH:6]=[CH:7][CH:8]=2)[CH:3]1[NH2:11].Cl[CH2:14][CH2:15][N:16]=[C:17]=[S:18].O, predict the reaction product. The product is: [S:18]1[CH2:14][CH2:15][N:16]=[C:17]1[NH:11][CH:3]1[C:4]2[C:9](=[CH:8][CH:7]=[CH:6][CH:5]=2)[CH2:10][C:2]1([CH3:12])[CH3:1].[CH3:1][C:2]1([CH3:12])[CH2:10][C:9]2[C:4](=[CH:5][CH:6]=[CH:7][CH:8]=2)[CH:3]1[N:11]=[C:17]1[N:16]([C:17]2[S:18][CH2:14][CH2:15][N:16]=2)[CH2:15][CH2:14][S:18]1. (2) The product is: [CH2:40]([NH:47][C:48](=[O:49])[N:22]([CH2:21][C:18]1[CH:19]=[CH:20][C:15]([CH2:14][NH:13][CH2:33][C:34]2[CH:39]=[CH:38][CH:37]=[CH:36][N:35]=2)=[CH:16][CH:17]=1)[CH:23]1[C:32]2[N:31]=[CH:30][CH:29]=[CH:28][C:27]=2[CH2:26][CH2:25][CH2:24]1)[C:41]1[CH:46]=[CH:45][CH:44]=[CH:43][CH:42]=1. Given the reactants [N+](C1C=CC=CC=1S([N:13]([CH2:33][C:34]1[CH:39]=[CH:38][CH:37]=[CH:36][N:35]=1)[CH2:14][C:15]1[CH:20]=[CH:19][C:18]([CH2:21][NH:22][CH:23]2[C:32]3[N:31]=[CH:30][CH:29]=[CH:28][C:27]=3[CH2:26][CH2:25][CH2:24]2)=[CH:17][CH:16]=1)(=O)=O)([O-])=O.[CH2:40]([N:47]=[C:48]=[O:49])[C:41]1[CH:46]=[CH:45][CH:44]=[CH:43][CH:42]=1, predict the reaction product. (3) Given the reactants [CH3:1][O-:2].[Na+].[Cl:4][C:5]1[C:14](Cl)=[N:13][C:12]2[C:7](=[CH:8][CH:9]=[C:10]([Cl:16])[CH:11]=2)[N:6]=1, predict the reaction product. The product is: [Cl:4][C:5]1[C:14]([O:2][CH3:1])=[N:13][C:12]2[C:7](=[CH:8][CH:9]=[C:10]([Cl:16])[CH:11]=2)[N:6]=1. (4) Given the reactants [N:1]1[CH:6]=[CH:5][CH:4]=[CH:3][C:2]=1[C:7]1[O:8][C:9]2[CH2:14][CH2:13][N:12]([C:15]3C=C(C=CC=3)C#N)[CH2:11][C:10]=2[N:23]=1.BrC1[S:26][CH:27]=[CH:28][N:29]=1, predict the reaction product. The product is: [N:1]1[CH:6]=[CH:5][CH:4]=[CH:3][C:2]=1[C:7]1[O:8][C:9]2[CH2:14][CH2:13][N:12]([C:15]3[S:26][CH:27]=[CH:28][N:29]=3)[CH2:11][C:10]=2[N:23]=1. (5) Given the reactants [NH:1]1[CH2:6][CH2:5][O:4][CH2:3][CH2:2]1.C(O[BH-](OC(=O)C)OC(=O)C)(=O)C.[Na+].C(O)(=O)C.[CH3:25][NH:26][C:27]([N:29]1[C:37]2[C:32](=[CH:33][C:34]([O:38][C:39]3[CH:44]=[CH:43][N:42]=[C:41]([NH:45][C:46]([N:48]4[CH2:53][CH2:52][C:51](=O)[CH2:50][CH2:49]4)=[O:47])[CH:40]=3)=[CH:35][CH:36]=2)[CH:31]=[CH:30]1)=[O:28], predict the reaction product. The product is: [CH3:25][NH:26][C:27]([N:29]1[C:37]2[C:32](=[CH:33][C:34]([O:38][C:39]3[CH:44]=[CH:43][N:42]=[C:41]([NH:45][C:46]([N:48]4[CH2:53][CH2:52][CH:51]([N:1]5[CH2:6][CH2:5][O:4][CH2:3][CH2:2]5)[CH2:50][CH2:49]4)=[O:47])[CH:40]=3)=[CH:35][CH:36]=2)[CH:31]=[CH:30]1)=[O:28]. (6) Given the reactants [NH2:1][C:2]1[C:11]([NH2:12])=[CH:10][C:5]([C:6]([O:8][CH3:9])=[O:7])=[C:4]([CH3:13])[CH:3]=1.[N:14]([O-])=O.[Na+], predict the reaction product. The product is: [CH3:13][C:4]1[C:5]([C:6]([O:8][CH3:9])=[O:7])=[CH:10][C:11]2[N:12]=[N:14][NH:1][C:2]=2[CH:3]=1.